From a dataset of Reaction yield outcomes from USPTO patents with 853,638 reactions. Predict the reaction yield, written as a fraction of the theoretical maximum amount of product (1.0 means a 100% yield; for example, 0.34 means a 34% yield). (1) The reactants are Cl[C:2]1[C:7]([CH:8]=[O:9])=[C:6]([NH:10][C:11]2[CH:16]=[CH:15][CH:14]=[CH:13][CH:12]=2)[N:5]=[C:4]([S:17][CH3:18])[N:3]=1.C([O-])([O-])=O.[K+].[K+].[C:25]1(B(O)O)[CH:30]=[CH:29][CH:28]=[CH:27][CH:26]=1. The catalyst is O1CCOCC1.O. The product is [CH3:18][S:17][C:4]1[N:3]=[C:2]([C:25]2[CH:30]=[CH:29][CH:28]=[CH:27][CH:26]=2)[C:7]([CH:8]=[O:9])=[C:6]([NH:10][C:11]2[CH:16]=[CH:15][CH:14]=[CH:13][CH:12]=2)[N:5]=1. The yield is 0.700. (2) The reactants are [Li+].[OH-].O.[C:4]([O:8][C:9]([N:11]([C:55]([O:57][C:58]([CH3:61])([CH3:60])[CH3:59])=[O:56])[C:12]1[C:21]2[C:16](=[CH:17][C:18]([NH:22][CH:23]3[C:40](=[O:41])[N:39]([CH3:42])[CH2:38][C:37]4[CH:43]=[C:33]([CH:34]=[CH:35][C:36]=4[C:44]([O:46]C)=[O:45])[NH:32][C:31](=[O:48])[O:30][CH2:29][C:28]([F:50])([F:49])[C:27]4[C:51]([CH3:53])=[CH:52][C:24]3=[CH:25][C:26]=4[CH3:54])=[CH:19][CH:20]=2)[CH:15]=[CH:14][N:13]=1)=[O:10])([CH3:7])([CH3:6])[CH3:5].S(=O)(=O)(O)[O-].[Na+]. The product is [C:4]([O:8][C:9]([N:11]([C:55]([O:57][C:58]([CH3:61])([CH3:60])[CH3:59])=[O:56])[C:12]1[C:21]2[C:16](=[CH:17][C:18]([NH:22][CH:23]3[C:40](=[O:41])[N:39]([CH3:42])[CH2:38][C:37]4[CH:43]=[C:33]([CH:34]=[CH:35][C:36]=4[C:44]([OH:46])=[O:45])[NH:32][C:31](=[O:48])[O:30][CH2:29][C:28]([F:50])([F:49])[C:27]4[C:26]([CH3:54])=[CH:25][C:24]3=[CH:52][C:51]=4[CH3:53])=[CH:19][CH:20]=2)[CH:15]=[CH:14][N:13]=1)=[O:10])([CH3:6])([CH3:7])[CH3:5]. The yield is 0.900. The catalyst is O1CCOCC1. (3) The reactants are [N:1]1[CH:6]=[CH:5][CH:4]=[CH:3][C:2]=1[CH2:7][CH2:8][OH:9].CS(Cl)(=O)=O.[NH2:15][C:16]1[C:23](O)=[CH:22][C:21]([S:25]([CH:28]([CH3:30])[CH3:29])(=[O:27])=[O:26])=[CH:20][C:17]=1[C:18]#[N:19].C(=O)([O-])[O-].[K+].[K+]. The catalyst is O.CN(C)C=O.O1CCCC1.C(N(CC)CC)C. The product is [NH2:15][C:16]1[C:23]([O:9][CH2:8][CH2:7][C:2]2[CH:3]=[CH:4][CH:5]=[CH:6][N:1]=2)=[CH:22][C:21]([S:25]([CH:28]([CH3:30])[CH3:29])(=[O:27])=[O:26])=[CH:20][C:17]=1[C:18]#[N:19]. The yield is 0.520. (4) The reactants are [N:1]([CH2:4][CH2:5][NH:6][C:7](=[O:21])[CH2:8][CH2:9][CH2:10][CH2:11][CH2:12][CH2:13][CH2:14][CH2:15]CCCCC)=[N+:2]=[N-:3].N([CH2:25][CH2:26]N)=[N+]=[N-].C(N(CC)CC)C. The catalyst is ClCCl. The product is [N:1]([CH2:4][CH2:5][NH:6][C:7](=[O:21])[C:8]1[CH:9]=[CH:10][C:11]([CH2:12][CH2:13][CH2:14][CH3:15])=[CH:26][CH:25]=1)=[N+:2]=[N-:3]. The yield is 0.750. (5) The reactants are [CH3:1][O:2][CH2:3][CH2:4][O:5][C:6]1[CH:7]=[C:8]([C:12]#[CH:13])[CH:9]=[CH:10][CH:11]=1.C(N(CC)CC)C.[NH2:21][C:22]1[C:27](Br)=[CH:26][C:25]([N+:29]([O-:31])=[O:30])=[CH:24][N:23]=1. The catalyst is O1CCCC1.Cl[Pd](Cl)([P](C1C=CC=CC=1)(C1C=CC=CC=1)C1C=CC=CC=1)[P](C1C=CC=CC=1)(C1C=CC=CC=1)C1C=CC=CC=1.[Cu]I. The product is [CH3:1][O:2][CH2:3][CH2:4][O:5][C:6]1[CH:7]=[C:8]([C:12]#[C:13][C:27]2[C:22]([NH2:21])=[N:23][CH:24]=[C:25]([N+:29]([O-:31])=[O:30])[CH:26]=2)[CH:9]=[CH:10][CH:11]=1. The yield is 0.740. (6) The reactants are [F:1][C:2]1[CH:7]=[CH:6][CH:5]=[CH:4][C:3]=1[C:8]1[C:17]([CH2:18]O)=[CH:16][C:15]2[C:10](=[C:11]([CH3:20])[CH:12]=[CH:13][CH:14]=2)[N:9]=1.O=S(Cl)[Cl:23]. No catalyst specified. The product is [Cl:23][CH2:18][C:17]1[C:8]([C:3]2[CH:4]=[CH:5][CH:6]=[CH:7][C:2]=2[F:1])=[N:9][C:10]2[C:15]([CH:16]=1)=[CH:14][CH:13]=[CH:12][C:11]=2[CH3:20]. The yield is 0.890. (7) The reactants are [Na+].[CH2:2]([O:9][C:10]1[CH:15]=[CH:14][CH:13]=[CH:12][C:11]=1[CH2:16][CH2:17][CH2:18][CH2:19][CH2:20][CH2:21][CH2:22][S:23]([O-:26])(=O)=[O:24])[C:3]1[CH:8]=[CH:7][CH:6]=[CH:5][CH:4]=1.S(Cl)([Cl:29])=O.CN(C=O)C. The yield is 0.380. The product is [CH2:2]([O:9][C:10]1[CH:15]=[CH:14][CH:13]=[CH:12][C:11]=1[CH2:16][CH2:17][CH2:18][CH2:19][CH2:20][CH2:21][CH2:22][S:23]([Cl:29])(=[O:26])=[O:24])[C:3]1[CH:8]=[CH:7][CH:6]=[CH:5][CH:4]=1. The catalyst is C1C=CC=CC=1.